The task is: Predict the reactants needed to synthesize the given product.. This data is from Full USPTO retrosynthesis dataset with 1.9M reactions from patents (1976-2016). Given the product [CH2:2]([OH:1])[C@@H:3]([C@@H:5]([C@H:7]([C@H:9]([CH3:11])[OH:10])[OH:8])[OH:6])[OH:4], predict the reactants needed to synthesize it. The reactants are: [O:1]=[CH:2][C@@H:3]([C@@H:5]([C@H:7]([C@H:9]([CH3:11])[OH:10])[OH:8])[OH:6])[OH:4].C(=O)([O-])[O-].[Ca+2].[H][H].